Dataset: Forward reaction prediction with 1.9M reactions from USPTO patents (1976-2016). Task: Predict the product of the given reaction. (1) The product is: [OH:1][CH:2]([C:4]1[CH:5]=[CH:6][C:7]([C:10]2[N:14]=[C:13]([C:15]3[O:19][N:18]=[C:17]([C:20]4[CH:21]=[CH:22][CH:23]=[CH:24][CH:25]=4)[C:16]=3[C:26]([F:28])([F:27])[F:29])[O:12][N:11]=2)=[CH:8][CH:9]=1)[CH2:3][N:40]1[CH2:41][CH2:42][CH2:43][CH:38]([C:31]([CH3:37])([CH3:30])[C:32]([OH:34])=[O:33])[CH2:39]1. Given the reactants [O:1]1[CH2:3][C@@H:2]1[C:4]1[CH:9]=[CH:8][C:7]([C:10]2[N:14]=[C:13]([C:15]3[O:19][N:18]=[C:17]([C:20]4[CH:25]=[CH:24][CH:23]=[CH:22][CH:21]=4)[C:16]=3[C:26]([F:29])([F:28])[F:27])[O:12][N:11]=2)=[CH:6][CH:5]=1.[CH3:30][C:31]([CH:38]1[CH2:43][CH2:42][CH2:41][NH:40][CH2:39]1)([CH3:37])[C:32]([O:34]CC)=[O:33].C(=O)([O-])[O-].[Cs+].[Cs+], predict the reaction product. (2) Given the reactants C[Si]([N-][Si](C)(C)C)(C)C.[Na+].[C:11]([O:14][CH3:15])(=[O:13])[CH3:12].[CH:16]([S:19][C:20]1[CH:36]=[CH:35][C:34]([N+:37]([O-:39])=[O:38])=[CH:33][C:21]=1/[CH:22]=[N:23]/[S@:24]([C:26]1[CH:31]=[CH:30][C:29]([CH3:32])=[CH:28][CH:27]=1)=[O:25])([CH3:18])[CH3:17], predict the reaction product. The product is: [CH:16]([S:19][C:20]1[CH:36]=[CH:35][C:34]([N+:37]([O-:39])=[O:38])=[CH:33][C:21]=1[C@H:22]([NH:23][S@:24]([C:26]1[CH:27]=[CH:28][C:29]([CH3:32])=[CH:30][CH:31]=1)=[O:25])[CH2:12][C:11]([O:14][CH3:15])=[O:13])([CH3:18])[CH3:17]. (3) Given the reactants [C:1]([O:5][C:6]([N:8]1[CH2:13][CH2:12][N:11]([C:14]2[CH:19]=[C:18](OS(C(F)(F)C(F)(F)C(F)(F)C(F)(F)F)(=O)=O)[CH:17]=[CH:16][C:15]=2[CH:37]2[CH2:42][C:41]([CH3:44])([CH3:43])[CH2:40][C:39]([CH3:46])([CH3:45])[CH2:38]2)[CH2:10][CH2:9]1)=[O:7])([CH3:4])([CH3:3])[CH3:2].[NH:47]1[CH2:52][CH2:51][O:50][CH2:49][CH2:48]1.CC(C)([O-])C.[Na+].C1(P(C2CCCCC2)C2C=CC=CC=2C2C=CC=CC=2N(C)C)CCCCC1, predict the reaction product. The product is: [C:1]([O:5][C:6]([N:8]1[CH2:13][CH2:12][N:11]([C:14]2[CH:19]=[C:18]([N:47]3[CH2:52][CH2:51][O:50][CH2:49][CH2:48]3)[CH:17]=[CH:16][C:15]=2[CH:37]2[CH2:38][C:39]([CH3:46])([CH3:45])[CH2:40][C:41]([CH3:44])([CH3:43])[CH2:42]2)[CH2:10][CH2:9]1)=[O:7])([CH3:4])([CH3:3])[CH3:2]. (4) Given the reactants [C:1]([O:5][C:6]([NH:8][CH2:9][CH2:10][O:11][C:12]1[CH:20]=[C:19]([O:21][CH3:22])[CH:18]=[CH:17][C:13]=1[C:14]([OH:16])=O)=[O:7])([CH3:4])([CH3:3])[CH3:2].C(Cl)(=O)C(Cl)=O.[CH3:29][O:30][C:31]1[CH:46]=[CH:45][C:34]([C:35]([NH:37][C:38]2[C:39]([NH2:44])=[CH:40][CH:41]=[CH:42][CH:43]=2)=[O:36])=[CH:33][CH:32]=1, predict the reaction product. The product is: [C:1]([O:5][C:6]([NH:8][CH2:9][CH2:10][O:11][C:12]1[CH:20]=[C:19]([O:21][CH3:22])[CH:18]=[CH:17][C:13]=1[C:14]([NH:44][C:39]1[C:38]([NH:37][C:35](=[O:36])[C:34]2[CH:33]=[CH:32][C:31]([O:30][CH3:29])=[CH:46][CH:45]=2)=[CH:43][CH:42]=[CH:41][CH:40]=1)=[O:16])=[O:7])([CH3:2])([CH3:3])[CH3:4]. (5) Given the reactants [Si:1]([O:8][CH:9]1[CH2:29][CH2:28][CH2:27][C:10]21[O:14][C:13](=[O:15])[N:12]([C:16]1[CH:23]=[CH:22][C:19]([C:20]#[N:21])=[C:18]([Cl:24])[C:17]=1[CH3:25])[C:11]2=[O:26])([C:4]([CH3:7])([CH3:6])[CH3:5])([CH3:3])[CH3:2].[BH4-].[Na+], predict the reaction product. The product is: [Si:1]([O:8][CH:9]1[CH2:29][CH2:28][CH2:27][C:10]21[O:14][C:13](=[O:15])[N:12]([C:16]1[CH:23]=[CH:22][C:19]([C:20]#[N:21])=[C:18]([Cl:24])[C:17]=1[CH3:25])[CH:11]2[OH:26])([C:4]([CH3:7])([CH3:5])[CH3:6])([CH3:3])[CH3:2]. (6) Given the reactants [CH2:1]([O:8][C:9]([N:11]1[CH2:16][CH2:15][N:14]([C:17]([O:19][C:20]([CH3:23])([CH3:22])[CH3:21])=[O:18])[CH2:13][CH:12]1[C:24](O)=[O:25])=[O:10])[C:2]1[CH:7]=[CH:6][CH:5]=[CH:4][CH:3]=1.B.CO, predict the reaction product. The product is: [OH:25][CH2:24][CH:12]1[CH2:13][N:14]([C:17]([O:19][C:20]([CH3:22])([CH3:23])[CH3:21])=[O:18])[CH2:15][CH2:16][N:11]1[C:9]([O:8][CH2:1][C:2]1[CH:3]=[CH:4][CH:5]=[CH:6][CH:7]=1)=[O:10]. (7) Given the reactants [CH2:1]([N:8]1[CH2:12][CH:11]2[CH2:13][N:14]([C:16]3[C:17]([CH3:47])=[C:18]([CH3:46])[C:19]4[N:20]([C:22]([C:32]5[CH:37]=[CH:36][N:35]=[C:34]([NH:38]C(=O)OC(C)(C)C)[CH:33]=5)=[C:23]([C:25]5[CH:30]=[CH:29][C:28]([F:31])=[CH:27][CH:26]=5)[N:24]=4)[N:21]=3)[CH2:15][CH:10]2[CH2:9]1)[C:2]1[CH:7]=[CH:6][CH:5]=[CH:4][CH:3]=1.FC(F)(F)C(O)=O.O.N, predict the reaction product. The product is: [CH2:1]([N:8]1[CH2:9][CH:10]2[CH2:15][N:14]([C:16]3[C:17]([CH3:47])=[C:18]([CH3:46])[C:19]4[N:20]([C:22]([C:32]5[CH:37]=[CH:36][N:35]=[C:34]([NH2:38])[CH:33]=5)=[C:23]([C:25]5[CH:26]=[CH:27][C:28]([F:31])=[CH:29][CH:30]=5)[N:24]=4)[N:21]=3)[CH2:13][CH:11]2[CH2:12]1)[C:2]1[CH:7]=[CH:6][CH:5]=[CH:4][CH:3]=1.